This data is from Catalyst prediction with 721,799 reactions and 888 catalyst types from USPTO. The task is: Predict which catalyst facilitates the given reaction. (1) Reactant: [CH:1]1[C:13]2[NH:12][C:11]3[C:6](=[CH:7][CH:8]=[CH:9][CH:10]=3)[C:5]=2[CH:4]=[CH:3][C:2]=1[C:14]1[O:15][C:16]2[CH:22]=[CH:21][CH:20]=[CH:19][C:17]=2[N:18]=1.Br[C:24]1[CH:36]=[CH:35][C:34]2[C:33]3[C:28](=[CH:29][CH:30]=[CH:31][CH:32]=3)[N:27]([C:37]3[CH:42]=[CH:41][CH:40]=[CH:39][N:38]=3)[C:26]=2[CH:25]=1.CC(P(C(C)(C)C)C1C(C2C=CC=CC=2)=CC=CC=1)(C)C.CC([O-])(C)C.[Na+].COC1C=CC=C(OC)C=1C1C=CC=CC=1P(C1CCCCC1)C1CCCCC1. Product: [N:38]1[CH:39]=[CH:40][CH:41]=[CH:42][C:37]=1[N:27]1[C:26]2[CH:25]=[C:24]([N:12]3[C:13]4[CH:1]=[C:2]([C:14]5[O:15][C:16]6[CH:22]=[CH:21][CH:20]=[CH:19][C:17]=6[N:18]=5)[CH:3]=[CH:4][C:5]=4[C:6]4[C:11]3=[CH:10][CH:9]=[CH:8][CH:7]=4)[CH:36]=[CH:35][C:34]=2[C:33]2[C:28]1=[CH:29][CH:30]=[CH:31][CH:32]=2. The catalyst class is: 102. (2) Reactant: [Cl:1][C:2]1[N:10]=[C:9]2[C:5]([N:6]=[CH:7][N:8]2[CH:11]2[CH2:15][CH2:14][CH2:13][CH2:12]2)=[C:4]([NH:16][CH2:17][CH2:18][NH:19][S:20]([C:23]2[CH:28]=[CH:27][C:26]([CH3:29])=[CH:25][CH:24]=2)(=[O:22])=[O:21])[N:3]=1.[NH2:30][C@H:31]1[CH2:36][CH2:35][C@H:34]([NH2:37])[CH2:33][CH2:32]1.CCOC(C)=O. Product: [ClH:1].[ClH:1].[NH2:30][C@H:31]1[CH2:36][CH2:35][C@H:34]([NH:37][C:2]2[N:10]=[C:9]3[C:5]([N:6]=[CH:7][N:8]3[CH:11]3[CH2:15][CH2:14][CH2:13][CH2:12]3)=[C:4]([NH:16][CH2:17][CH2:18][NH:19][S:20]([C:23]3[CH:28]=[CH:27][C:26]([CH3:29])=[CH:25][CH:24]=3)(=[O:22])=[O:21])[N:3]=2)[CH2:33][CH2:32]1. The catalyst class is: 6. (3) Product: [Br:21][C:18]1[S:17][C:16]([N:9]2[CH2:8][CH2:7][C:6]([CH2:12][CH2:13][OH:14])([N:1]3[CH2:2][CH2:3][CH2:4][CH2:5]3)[CH2:11][CH2:10]2)=[N:20][CH:19]=1. The catalyst class is: 6. Reactant: [N:1]1([C:6]2([CH2:12][CH2:13][OH:14])[CH2:11][CH2:10][NH:9][CH2:8][CH2:7]2)[CH2:5][CH2:4][CH2:3][CH2:2]1.Br[C:16]1[S:17][C:18]([Br:21])=[CH:19][N:20]=1.C(=O)([O-])[O-].[K+].[K+].CN(C)C=O. (4) Reactant: [CH3:1][C:2]1([CH3:28])[CH:11]=[CH:10][C:9]2[C:4](=[CH:5][CH:6]=[C:7]([S:12][CH:13]([C:16]3[CH:21]=[C:20]([O:22][CH3:23])[C:19]([O:24][CH3:25])=[C:18]([O:26][CH3:27])[CH:17]=3)[CH2:14][OH:15])[CH:8]=2)[O:3]1.[C:29]1([CH3:39])[CH:34]=[CH:33][C:32]([S:35](Cl)(=[O:37])=[O:36])=[CH:31][CH:30]=1.N1C=CC=CC=1. Product: [CH3:1][C:2]1([CH3:28])[CH:11]=[CH:10][C:9]2[C:4](=[CH:5][CH:6]=[C:7]([S:12][CH:13]([C:16]3[CH:17]=[C:18]([O:26][CH3:27])[C:19]([O:24][CH3:25])=[C:20]([O:22][CH3:23])[CH:21]=3)[CH2:14][O:15][S:35]([C:32]3[CH:33]=[CH:34][C:29]([CH3:39])=[CH:30][CH:31]=3)(=[O:37])=[O:36])[CH:8]=2)[O:3]1. The catalyst class is: 4.